This data is from Experimentally validated miRNA-target interactions with 360,000+ pairs, plus equal number of negative samples. The task is: Binary Classification. Given a miRNA mature sequence and a target amino acid sequence, predict their likelihood of interaction. (1) The miRNA is hsa-miR-760 with sequence CGGCUCUGGGUCUGUGGGGA. Result: 0 (no interaction). The protein sequence of the target gene is MLLDAGPQYPAIGVTTFGASRHHSAGDVAERDVGLGINPFADGMGAFKLNPSSHELASAGQTAFTSQAPGYAAAAALGHHHHPGHVGSYSSAAFNSTRDFLFRNRGFGDAAAAASAQHSLFAASAGGFGGPHGHTDAAGHLLFSGLHEQAAGHASPNVVNGQMRLGFSGDMYPRPEQYGQVTSPRSEHYAAPQLHGYGPMNVNMAAHHGAGAFFRYMRQPIKQELICKWIEPEQLANPKKSCNKTFSTMHELVTHVTVEHVGGPEQSNHICFWEECPREGKPFKAKYKLVNHIRVHTGEK.... (2) The miRNA is hsa-miR-5591-5p with sequence UGGGAGCUAAGCUAUGGGUAU. The protein sequence of the target gene is MEAYEQVQKGPLKLKGVAELGVTKRKKKKKDKDKAKLLEAMGTSKKNEEEKRRGLDKRTPAQAAFEKMQEKRQMERILKKASKTHKQRVEDFNRHLDTLTEHYDIPKVSWTK. Result: 0 (no interaction).